From a dataset of Forward reaction prediction with 1.9M reactions from USPTO patents (1976-2016). Predict the product of the given reaction. (1) Given the reactants [CH:1]1([NH:6][C:7]2[C:12]([CH3:13])=[C:11]([CH3:14])[N:10]=[C:9]([NH:15][CH2:16][C:17]3[CH:22]=[CH:21][CH:20]=[CH:19][N:18]=3)[N:8]=2)[CH2:5][CH2:4][CH2:3][CH2:2]1.[F:23][C:24]1C=CC=CC=1N, predict the reaction product. The product is: [F:23][C:24]1[CH:2]=[CH:3][CH:4]=[CH:5][C:1]=1[NH:6][C:7]1[C:12]([CH3:13])=[C:11]([CH3:14])[N:10]=[C:9]([NH:15][CH2:16][C:17]2[CH:22]=[CH:21][CH:20]=[CH:19][N:18]=2)[N:8]=1. (2) The product is: [NH2:1][C:4]1[CH:5]=[C:6]2[C:10](=[CH:11][CH:12]=1)[NH:9][C:8]([CH:13]([CH3:19])[C:14]([O:16][CH2:17][CH3:18])=[O:15])=[CH:7]2. Given the reactants [N+:1]([C:4]1[CH:5]=[C:6]2[C:10](=[CH:11][CH:12]=1)[NH:9][C:8]([CH:13]([CH3:19])[C:14]([O:16][CH2:17][CH3:18])=[O:15])=[CH:7]2)([O-])=O.O.O.[Sn](Cl)(Cl)(Cl)Cl, predict the reaction product. (3) Given the reactants CCCCCCCCCCCCOS([O-])(=O)=O.[Na+:18].[CH2:19]([N:30]([CH2:35][C:36]([OH:38])=[O:37])[CH2:31][C:32]([OH:34])=[O:33])[CH2:20][N:21]([CH2:26][C:27]([OH:29])=[O:28])[CH2:22][C:23]([OH:25])=[O:24], predict the reaction product. The product is: [Na+:18].[Na+:18].[CH2:20]([N:21]([CH2:26][C:27]([OH:29])=[O:28])[CH2:22][C:23]([OH:25])=[O:24])[CH2:19][N:30]([CH2:35][C:36]([O-:38])=[O:37])[CH2:31][C:32]([O-:34])=[O:33]. (4) The product is: [Cl:65][C:62]1[CH:63]=[CH:64][C:59]([CH2:58][NH:57][C:11]([C:6]2[NH:7][C:8]3[C:4]([CH:5]=2)=[CH:3][C:2]([O:1][CH2:19][CH2:18][N:17]([CH3:21])[CH3:16])=[CH:10][CH:9]=3)=[O:13])=[C:60]([F:76])[C:61]=1[O:66][C:67]1[CH:68]=[C:69]([C:70]#[N:71])[CH:72]=[C:73]([Cl:75])[CH:74]=1. Given the reactants [OH:1][C:2]1[CH:3]=[C:4]2[C:8](=[CH:9][CH:10]=1)[NH:7][C:6]([C:11]([O:13]CC)=O)=[CH:5]2.[CH3:16][N:17]([CH3:21])[CH2:18][CH2:19]O.C1(P(C2C=CC=CC=2)C2C=CC=CC=2)C=CC=CC=1.N(C(OC(C)(C)C)=O)=NC(OC(C)(C)C)=O.[NH2:57][CH2:58][C:59]1[C:60]([F:76])=[C:61]([O:66][C:67]2[CH:68]=[C:69]([CH:72]=[C:73]([Cl:75])[CH:74]=2)[C:70]#[N:71])[C:62]([Cl:65])=[CH:63][CH:64]=1.CN(C(ON1N=NC2C=CC=NC1=2)=[N+](C)C)C.F[P-](F)(F)(F)(F)F.CCN(C(C)C)C(C)C, predict the reaction product.